From a dataset of NCI-60 drug combinations with 297,098 pairs across 59 cell lines. Regression. Given two drug SMILES strings and cell line genomic features, predict the synergy score measuring deviation from expected non-interaction effect. (1) Cell line: SK-MEL-28. Synergy scores: CSS=21.4, Synergy_ZIP=-0.409, Synergy_Bliss=8.03, Synergy_Loewe=4.48, Synergy_HSA=5.94. Drug 2: CCC(=C(C1=CC=CC=C1)C2=CC=C(C=C2)OCCN(C)C)C3=CC=CC=C3.C(C(=O)O)C(CC(=O)O)(C(=O)O)O. Drug 1: COC1=C(C=C2C(=C1)N=CN=C2NC3=CC(=C(C=C3)F)Cl)OCCCN4CCOCC4. (2) Cell line: SF-268. Synergy scores: CSS=-4.14, Synergy_ZIP=2.81, Synergy_Bliss=-0.778, Synergy_Loewe=-8.20, Synergy_HSA=-6.35. Drug 2: C1C(C(OC1N2C=NC(=NC2=O)N)CO)O. Drug 1: CN1CCC(CC1)COC2=C(C=C3C(=C2)N=CN=C3NC4=C(C=C(C=C4)Br)F)OC. (3) Drug 1: CC1OCC2C(O1)C(C(C(O2)OC3C4COC(=O)C4C(C5=CC6=C(C=C35)OCO6)C7=CC(=C(C(=C7)OC)O)OC)O)O. Drug 2: CC(C)CN1C=NC2=C1C3=CC=CC=C3N=C2N. Cell line: T-47D. Synergy scores: CSS=28.7, Synergy_ZIP=-9.16, Synergy_Bliss=-2.48, Synergy_Loewe=-5.44, Synergy_HSA=-2.71. (4) Drug 1: CC12CCC(CC1=CCC3C2CCC4(C3CC=C4C5=CN=CC=C5)C)O. Drug 2: CC=C1C(=O)NC(C(=O)OC2CC(=O)NC(C(=O)NC(CSSCCC=C2)C(=O)N1)C(C)C)C(C)C. Cell line: HT29. Synergy scores: CSS=59.2, Synergy_ZIP=-2.12, Synergy_Bliss=-2.29, Synergy_Loewe=-46.5, Synergy_HSA=-3.00. (5) Drug 1: CCN(CC)CCCC(C)NC1=C2C=C(C=CC2=NC3=C1C=CC(=C3)Cl)OC. Drug 2: CC1CCCC2(C(O2)CC(NC(=O)CC(C(C(=O)C(C1O)C)(C)C)O)C(=CC3=CSC(=N3)C)C)C. Cell line: OVCAR-5. Synergy scores: CSS=53.7, Synergy_ZIP=3.26, Synergy_Bliss=3.17, Synergy_Loewe=-9.08, Synergy_HSA=2.40. (6) Drug 2: CN1C(=O)N2C=NC(=C2N=N1)C(=O)N. Cell line: UO-31. Synergy scores: CSS=23.3, Synergy_ZIP=-5.36, Synergy_Bliss=-4.93, Synergy_Loewe=-12.4, Synergy_HSA=-5.29. Drug 1: C1=C(C(=O)NC(=O)N1)F. (7) Drug 1: C1C(C(OC1N2C=NC3=C2NC=NCC3O)CO)O. Drug 2: C1CCC(C(C1)N)N.C(=O)(C(=O)[O-])[O-].[Pt+4]. Cell line: U251. Synergy scores: CSS=6.08, Synergy_ZIP=-0.613, Synergy_Bliss=5.07, Synergy_Loewe=2.33, Synergy_HSA=3.14.